This data is from Peptide-MHC class I binding affinity with 185,985 pairs from IEDB/IMGT. The task is: Regression. Given a peptide amino acid sequence and an MHC pseudo amino acid sequence, predict their binding affinity value. This is MHC class I binding data. (1) The peptide sequence is LNWFEIWIV. The MHC is HLA-A02:11 with pseudo-sequence HLA-A02:11. The binding affinity (normalized) is 0.0847. (2) The peptide sequence is ELWARISSSL. The MHC is HLA-A02:02 with pseudo-sequence HLA-A02:02. The binding affinity (normalized) is 0.523. (3) The peptide sequence is MNPNQKIITI. The MHC is Mamu-A01 with pseudo-sequence Mamu-A01. The binding affinity (normalized) is 0.229. (4) The peptide sequence is KNPFGSFTVIL. The MHC is Mamu-A01 with pseudo-sequence Mamu-A01. The binding affinity (normalized) is 0. (5) The peptide sequence is LPYVGDTSMM. The MHC is HLA-B07:02 with pseudo-sequence HLA-B07:02. The binding affinity (normalized) is 0.379. (6) The peptide sequence is REVGDTSPDL. The MHC is HLA-B40:02 with pseudo-sequence HLA-B40:02. The binding affinity (normalized) is 0.519.